Dataset: Reaction yield outcomes from USPTO patents with 853,638 reactions. Task: Predict the reaction yield, written as a fraction of the theoretical maximum amount of product (1.0 means a 100% yield; for example, 0.34 means a 34% yield). (1) The reactants are Br[C:2]1[CH:3]=[C:4]2[NH:10][C:9]([CH2:11][N:12]3[CH:17]=[CH:16][C:15]4[C:18]([C:21](=[O:31])[C:22]5[C:27]([F:28])=[CH:26][C:25]([F:29])=[CH:24][C:23]=5[F:30])=[CH:19][NH:20][C:14]=4[C:13]3=[O:32])=[N:8][C:5]2=[N:6][CH:7]=1.C(OC([N:40]1[CH:44]=[CH:43][CH:42]=[C:41]1B(O)O)=O)(C)(C)C.C(=O)([O-])[O-].[Cs+].[Cs+]. The catalyst is Cl[Pd](Cl)([P](C1C=CC=CC=1)(C1C=CC=CC=1)C1C=CC=CC=1)[P](C1C=CC=CC=1)(C1C=CC=CC=1)C1C=CC=CC=1.C(#N)C.O. The product is [NH:40]1[CH:44]=[CH:43][CH:42]=[C:41]1[C:2]1[CH:3]=[C:4]2[NH:10][C:9]([CH2:11][N:12]3[CH:17]=[CH:16][C:15]4[C:18]([C:21](=[O:31])[C:22]5[C:23]([F:30])=[CH:24][C:25]([F:29])=[CH:26][C:27]=5[F:28])=[CH:19][NH:20][C:14]=4[C:13]3=[O:32])=[N:8][C:5]2=[N:6][CH:7]=1. The yield is 0.0800. (2) The reactants are [F:1][C:2]1[CH:3]=[C:4]([CH:6]=[C:7]([F:9])[CH:8]=1)[NH2:5].[CH3:10][C:11]1([CH3:20])[O:15][C@H:14]([CH2:16][CH:17]=O)[C:13](=[O:19])[O:12]1.C(O)(=O)C.[BH4-].[Na+]. The catalyst is ClCCCl. The product is [F:1][C:2]1[CH:3]=[C:4]([NH:5][CH2:17][CH2:16][C@H:14]2[O:15][C:11]([CH3:20])([CH3:10])[O:12][C:13]2=[O:19])[CH:6]=[C:7]([F:9])[CH:8]=1. The yield is 0.960. (3) The reactants are [CH3:1][CH:2]([CH3:16])[CH2:3][C:4]([C:6]1[CH:15]=[CH:14][C:9]([C:10]([O:12][CH3:13])=[O:11])=[CH:8][N:7]=1)=O.[F:17][C:18]([F:33])([F:32])[C:19]1[CH:24]=[CH:23][C:22]([C:25]2[CH:30]=[CH:29][C:28]([NH2:31])=[CH:27][CH:26]=2)=[CH:21][CH:20]=1.O.C1(C)C=CC(S(O)(=O)=O)=CC=1.C([BH3-])#N.[Na+]. The catalyst is COCCOC.CO.C(O)(=O)C. The product is [CH3:1][CH:2]([CH3:16])[CH2:3][CH:4]([C:6]1[CH:15]=[CH:14][C:9]([C:10]([O:12][CH3:13])=[O:11])=[CH:8][N:7]=1)[NH:31][C:28]1[CH:29]=[CH:30][C:25]([C:22]2[CH:23]=[CH:24][C:19]([C:18]([F:17])([F:32])[F:33])=[CH:20][CH:21]=2)=[CH:26][CH:27]=1. The yield is 0.150. (4) The reactants are [CH:1]1([N:5]2[C:9]3[CH:10]=[C:11]([C:14](=[O:17])[CH2:15]C)[CH:12]=[CH:13][C:8]=3[N:7]=[C:6]2[NH:18][C:19](=[O:25])[CH2:20][C:21]([CH3:24])([CH3:23])[CH3:22])[CH2:4][CH2:3][CH2:2]1.C(O)C.[BH4-].[Na+]. The catalyst is CCOC(C)=O. The product is [CH:1]1([N:5]2[C:9]3[CH:10]=[C:11]([CH:14]([OH:17])[CH3:15])[CH:12]=[CH:13][C:8]=3[N:7]=[C:6]2[NH:18][C:19](=[O:25])[CH2:20][C:21]([CH3:24])([CH3:23])[CH3:22])[CH2:2][CH2:3][CH2:4]1. The yield is 0.600. (5) The reactants are [CH3:1][O:2][C:3]1[CH:8]=[CH:7][C:6]([O:9][CH2:10][CH:11]2[O:13][CH2:12]2)=[CH:5][CH:4]=1.[CH2:14]([NH:21][CH2:22][C:23]1[CH:28]=[CH:27][CH:26]=[CH:25][CH:24]=1)[C:15]1[CH:20]=[CH:19][CH:18]=[CH:17][CH:16]=1. The catalyst is C(O)C. The product is [CH2:22]([N:21]([CH2:14][C:15]1[CH:20]=[CH:19][CH:18]=[CH:17][CH:16]=1)[CH2:12][CH:11]([OH:13])[CH2:10][O:9][C:6]1[CH:5]=[CH:4][C:3]([O:2][CH3:1])=[CH:8][CH:7]=1)[C:23]1[CH:28]=[CH:27][CH:26]=[CH:25][CH:24]=1. The yield is 1.00. (6) The reactants are [OH-].[Na+].[CH:3]([NH:6][C:7]1[CH:16]=[CH:15][C:14]([N+:17]([O-:19])=[O:18])=[CH:13][C:8]=1[C:9]([O:11]C)=[O:10])([CH3:5])[CH3:4].Cl. The catalyst is C(O)C.C1COCC1. The product is [CH:3]([NH:6][C:7]1[CH:16]=[CH:15][C:14]([N+:17]([O-:19])=[O:18])=[CH:13][C:8]=1[C:9]([OH:11])=[O:10])([CH3:5])[CH3:4]. The yield is 0.980. (7) The reactants are [CH3:1][C:2]1[O:3][C:4]([CH3:10])=[C:5]([C:7]([OH:9])=O)[N:6]=1.[NH2:11][C@@H:12]([CH3:28])[CH2:13][N:14]1[CH:18]=[CH:17][C:16]([C:19]2[CH:26]=[CH:25][C:22]([C:23]#[N:24])=[C:21]([Cl:27])[CH:20]=2)=[N:15]1. No catalyst specified. The product is [Cl:27][C:21]1[CH:20]=[C:19]([C:16]2[CH:17]=[CH:18][N:14]([CH2:13][C@@H:12]([NH:11][C:7]([C:5]3[N:6]=[C:2]([CH3:1])[O:3][C:4]=3[CH3:10])=[O:9])[CH3:28])[N:15]=2)[CH:26]=[CH:25][C:22]=1[C:23]#[N:24]. The yield is 0.647. (8) The reactants are [Cl:1][C:2]1[CH:10]=[C:6]([C:7]([OH:9])=O)[C:5]([OH:11])=[CH:4][CH:3]=1.[F:12][C:13]([F:26])([F:25])[C:14]1[CH:15]=[C:16]([CH:18]=[C:19]([C:21]([F:24])([F:23])[F:22])[CH:20]=1)N.C[CH2:28][N:29]=C=NCCCN(C)C. The catalyst is CN(C1C=CN=CC=1)C.ClCCl. The product is [F:12][C:13]([F:26])([F:25])[C:14]1[CH:15]=[C:16]([CH:18]=[C:19]([C:21]([F:24])([F:23])[F:22])[CH:20]=1)[CH2:28][NH:29][C:7](=[O:9])[C:6]1[CH:10]=[C:2]([Cl:1])[CH:3]=[CH:4][C:5]=1[OH:11]. The yield is 0.380. (9) The reactants are CC1(C)C(C)(C)[O:5][B:4]([C:9]2[CH:10]=[C:11]([C:15]3[CH:20]=[CH:19][CH:18]=[C:17]([C:21]([OH:23])=O)[CH:16]=3)[CH:12]=[CH:13][CH:14]=2)[O:3]1.CCN=C=NCCCN(C)C.C1C=CC2N(O)N=NC=2C=1.[NH2:46][CH2:47][CH2:48][NH:49][C:50](=[O:76])[CH2:51][C@@H:52]1[N:58]=[C:57]([C:59]2[CH:64]=[CH:63][C:62]([Cl:65])=[CH:61][CH:60]=2)[C:56]2[CH:66]=[C:67]([O:70][CH3:71])[CH:68]=[CH:69][C:55]=2[N:54]2[C:72]([CH3:75])=[N:73][N:74]=[C:53]12.B(O)O. The catalyst is C(Cl)Cl.CN(C1C=CN=CC=1)C. The product is [Cl:65][C:62]1[CH:63]=[CH:64][C:59]([C:57]2[C:56]3[CH:66]=[C:67]([O:70][CH3:71])[CH:68]=[CH:69][C:55]=3[N:54]3[C:72]([CH3:75])=[N:73][N:74]=[C:53]3[C@H:52]([CH2:51][C:50]([NH:49][CH2:48][CH2:47][NH:46][C:21]([C:17]3[CH:16]=[C:15]([C:11]4[CH:12]=[CH:13][CH:14]=[C:9]([B:4]([OH:3])[OH:5])[CH:10]=4)[CH:20]=[CH:19][CH:18]=3)=[O:23])=[O:76])[N:58]=2)=[CH:60][CH:61]=1. The yield is 0.200. (10) The reactants are [Cl:1][C:2]1[CH:26]=[CH:25][C:5]([CH2:6][C:7]2[C:15]3[C:14](=[O:16])[NH:13][C:12](=[O:17])[NH:11][C:10]=3[O:9][C:8]=2[C:18]2[CH:23]=[CH:22][CH:21]=[C:20]([Cl:24])[CH:19]=2)=[CH:4][CH:3]=1.C([O-])([O-])=O.[K+].[K+].ClCC([Si](C)(C)C)[CH2:36][O:37][CH2:38][CH:39]([Si:42]([CH3:45])([CH3:44])[CH3:43])CCl. The catalyst is CN(C=O)C.CC(=O)OCC.O. The product is [Cl:1][C:2]1[CH:3]=[CH:4][C:5]([CH2:6][C:7]2[C:15]3[C:14](=[O:16])[NH:13][C:12](=[O:17])[N:11]([CH2:36][O:37][CH2:38][CH2:39][Si:42]([CH3:45])([CH3:44])[CH3:43])[C:10]=3[O:9][C:8]=2[C:18]2[CH:23]=[CH:22][CH:21]=[C:20]([Cl:24])[CH:19]=2)=[CH:25][CH:26]=1. The yield is 0.607.